Dataset: Full USPTO retrosynthesis dataset with 1.9M reactions from patents (1976-2016). Task: Predict the reactants needed to synthesize the given product. (1) Given the product [Cl:1][C:2]1[CH:21]=[CH:20][C:5]2[O:6][C:7]3[CH:19]=[CH:18][CH:17]=[CH:16][C:8]=3[C@@H:9]([CH2:13][NH:12][CH3:14])[C@H:10]([C:11]([OH:15])=[O:26])[C:4]=2[CH:3]=1, predict the reactants needed to synthesize it. The reactants are: [Cl:1][C:2]1[CH:21]=[CH:20][C:5]2[O:6][C:7]3[CH:19]=[CH:18][CH:17]=[CH:16][C:8]=3[C@H:9]3[CH2:13][N:12]([CH3:14])[C:11](=[O:15])[C@H:10]3[C:4]=2[CH:3]=1.[OH-].[K+].C(OCC)(=[O:26])C. (2) Given the product [CH3:38][C:34]1[N:33]=[C:32]([C:9]2[C:8]([C:6]3[CH:5]=[CH:4][N:3]=[C:2]([C:45]4[CH:46]=[CH:47][C:42]([C:39]([OH:41])=[O:40])=[CH:43][CH:44]=4)[CH:7]=3)=[CH:12][N:11]([C:13]([C:26]3[CH:31]=[CH:30][CH:29]=[CH:28][CH:27]=3)([C:20]3[CH:25]=[CH:24][CH:23]=[CH:22][CH:21]=3)[C:14]3[CH:19]=[CH:18][CH:17]=[CH:16][CH:15]=3)[N:10]=2)[CH:37]=[CH:36][CH:35]=1, predict the reactants needed to synthesize it. The reactants are: Br[C:2]1[CH:7]=[C:6]([C:8]2[C:9]([C:32]3[CH:37]=[CH:36][CH:35]=[C:34]([CH3:38])[N:33]=3)=[N:10][N:11]([C:13]([C:26]3[CH:31]=[CH:30][CH:29]=[CH:28][CH:27]=3)([C:20]3[CH:25]=[CH:24][CH:23]=[CH:22][CH:21]=3)[C:14]3[CH:19]=[CH:18][CH:17]=[CH:16][CH:15]=3)[CH:12]=2)[CH:5]=[CH:4][N:3]=1.[C:39]([C:42]1[CH:47]=[CH:46][C:45](B(O)O)=[CH:44][CH:43]=1)([OH:41])=[O:40]. (3) The reactants are: [Cl:1][C:2]1[CH:10]=[C:9]2[C:5]([C:6]([C:11]([C:13]3[C:14](Cl)=[N:15][CH:16]=[CH:17][CH:18]=3)=[O:12])=[CH:7][NH:8]2)=[CH:4][CH:3]=1.[CH:20]1([NH2:25])[CH2:24][CH2:23][CH2:22][CH2:21]1. Given the product [Cl:1][C:2]1[CH:10]=[C:9]2[C:5]([C:6]([C:11]([C:13]3[C:14]([NH:25][CH:20]4[CH2:24][CH2:23][CH2:22][CH2:21]4)=[N:15][CH:16]=[CH:17][CH:18]=3)=[O:12])=[CH:7][NH:8]2)=[CH:4][CH:3]=1, predict the reactants needed to synthesize it.